This data is from NCI-60 drug combinations with 297,098 pairs across 59 cell lines. The task is: Regression. Given two drug SMILES strings and cell line genomic features, predict the synergy score measuring deviation from expected non-interaction effect. (1) Drug 1: C1=CC(=CC=C1CCC2=CNC3=C2C(=O)NC(=N3)N)C(=O)NC(CCC(=O)O)C(=O)O. Drug 2: CC1=CC=C(C=C1)C2=CC(=NN2C3=CC=C(C=C3)S(=O)(=O)N)C(F)(F)F. Cell line: HCC-2998. Synergy scores: CSS=32.4, Synergy_ZIP=-1.94, Synergy_Bliss=-4.74, Synergy_Loewe=-15.1, Synergy_HSA=-3.74. (2) Drug 1: CC12CCC3C(C1CCC2O)C(CC4=C3C=CC(=C4)O)CCCCCCCCCS(=O)CCCC(C(F)(F)F)(F)F. Drug 2: C1CC(=O)NC(=O)C1N2C(=O)C3=CC=CC=C3C2=O. Cell line: COLO 205. Synergy scores: CSS=-1.91, Synergy_ZIP=2.86, Synergy_Bliss=4.29, Synergy_Loewe=0.752, Synergy_HSA=-1.21. (3) Drug 1: C1=CC(=CC=C1CC(C(=O)O)N)N(CCCl)CCCl.Cl. Drug 2: CC1=C(C(=O)C2=C(C1=O)N3CC4C(C3(C2COC(=O)N)OC)N4)N. Cell line: NCI/ADR-RES. Synergy scores: CSS=12.7, Synergy_ZIP=-1.23, Synergy_Bliss=5.76, Synergy_Loewe=-0.333, Synergy_HSA=3.44.